Dataset: Forward reaction prediction with 1.9M reactions from USPTO patents (1976-2016). Task: Predict the product of the given reaction. (1) Given the reactants [CH3:1][CH:2]1[CH2:7][CH2:6][CH2:5][CH:4]([CH3:8])[N:3]1[CH2:9][CH2:10][NH2:11].Cl[C:13]1[N:14]=[N+:15]([O-:25])[C:16]2[CH:22]=[CH:21][C:20]([O:23][CH3:24])=[CH:19][C:17]=2[N:18]=1, predict the reaction product. The product is: [CH3:1][CH:2]1[CH2:7][CH2:6][CH2:5][CH:4]([CH3:8])[N:3]1[CH2:9][CH2:10][NH:11][C:13]1[N:14]=[N+:15]([O-:25])[C:16]2[CH:22]=[CH:21][C:20]([O:23][CH3:24])=[CH:19][C:17]=2[N:18]=1. (2) Given the reactants [Br:1][C:2]1[CH:7]=[C:6]([NH:8][C:9]([CH3:13])([CH3:12])[CH2:10][OH:11])[C:5]([N+:14]([O-:16])=[O:15])=[CH:4][N:3]=1.[Si:17](Cl)([C:20]([CH3:23])([CH3:22])[CH3:21])([CH3:19])[CH3:18].N1C=CN=C1, predict the reaction product. The product is: [Br:1][C:2]1[CH:7]=[C:6]([NH:8][C:9]([CH3:12])([CH3:13])[CH2:10][O:11][Si:17]([C:20]([CH3:23])([CH3:22])[CH3:21])([CH3:19])[CH3:18])[C:5]([N+:14]([O-:16])=[O:15])=[CH:4][N:3]=1. (3) The product is: [Cl:1][C:2]1[C:6]([N:7]([CH2:13][C:14]#[CH:15])[C:8](=[O:12])[CH2:9][N:10]([CH3:11])[S:23]([CH3:22])(=[O:25])=[O:24])=[CH:5][N:4]([C:16]2[CH:17]=[N:18][CH:19]=[CH:20][CH:21]=2)[N:3]=1. Given the reactants [Cl:1][C:2]1[C:6]([N:7]([CH2:13][C:14]#[CH:15])[C:8](=[O:12])[CH2:9][NH:10][CH3:11])=[CH:5][N:4]([C:16]2[CH:17]=[N:18][CH:19]=[CH:20][CH:21]=2)[N:3]=1.[CH3:22][S:23](Cl)(=[O:25])=[O:24].C(N(C(C)C)CC)(C)C.C([O-])(O)=O.[Na+], predict the reaction product.